From a dataset of NCI-60 drug combinations with 297,098 pairs across 59 cell lines. Regression. Given two drug SMILES strings and cell line genomic features, predict the synergy score measuring deviation from expected non-interaction effect. (1) Drug 1: CC1=C(C(CCC1)(C)C)C=CC(=CC=CC(=CC(=O)O)C)C. Drug 2: CC1=C(C=C(C=C1)NC(=O)C2=CC=C(C=C2)CN3CCN(CC3)C)NC4=NC=CC(=N4)C5=CN=CC=C5. Cell line: SN12C. Synergy scores: CSS=10.6, Synergy_ZIP=-5.29, Synergy_Bliss=-4.56, Synergy_Loewe=-2.68, Synergy_HSA=-1.91. (2) Drug 1: CC(C1=C(C=CC(=C1Cl)F)Cl)OC2=C(N=CC(=C2)C3=CN(N=C3)C4CCNCC4)N. Drug 2: CC=C1C(=O)NC(C(=O)OC2CC(=O)NC(C(=O)NC(CSSCCC=C2)C(=O)N1)C(C)C)C(C)C. Cell line: 786-0. Synergy scores: CSS=22.0, Synergy_ZIP=-2.70, Synergy_Bliss=-0.406, Synergy_Loewe=-20.7, Synergy_HSA=-0.00998. (3) Drug 1: C1=NNC2=C1C(=O)NC=N2. Drug 2: CC12CCC3C(C1CCC2OP(=O)(O)O)CCC4=C3C=CC(=C4)OC(=O)N(CCCl)CCCl.[Na+]. Cell line: M14. Synergy scores: CSS=2.01, Synergy_ZIP=0.196, Synergy_Bliss=1.31, Synergy_Loewe=0.379, Synergy_HSA=-1.09. (4) Drug 1: CN(C(=O)NC(C=O)C(C(C(CO)O)O)O)N=O. Drug 2: CC1C(C(CC(O1)OC2CC(CC3=C2C(=C4C(=C3O)C(=O)C5=CC=CC=C5C4=O)O)(C(=O)C)O)N)O. Cell line: OVCAR-8. Synergy scores: CSS=38.8, Synergy_ZIP=0.308, Synergy_Bliss=0.528, Synergy_Loewe=-9.69, Synergy_HSA=1.88. (5) Drug 1: C1=CC=C(C(=C1)C(C2=CC=C(C=C2)Cl)C(Cl)Cl)Cl. Drug 2: CC(C)CN1C=NC2=C1C3=CC=CC=C3N=C2N. Cell line: SW-620. Synergy scores: CSS=6.54, Synergy_ZIP=3.14, Synergy_Bliss=-3.49, Synergy_Loewe=3.72, Synergy_HSA=-0.259. (6) Drug 1: CS(=O)(=O)CCNCC1=CC=C(O1)C2=CC3=C(C=C2)N=CN=C3NC4=CC(=C(C=C4)OCC5=CC(=CC=C5)F)Cl. Drug 2: C(CC(=O)O)C(=O)CN.Cl. Cell line: SK-OV-3. Synergy scores: CSS=7.06, Synergy_ZIP=-4.05, Synergy_Bliss=-0.162, Synergy_Loewe=-3.96, Synergy_HSA=-1.50.